Dataset: NCI-60 drug combinations with 297,098 pairs across 59 cell lines. Task: Regression. Given two drug SMILES strings and cell line genomic features, predict the synergy score measuring deviation from expected non-interaction effect. (1) Drug 1: CCN(CC)CCNC(=O)C1=C(NC(=C1C)C=C2C3=C(C=CC(=C3)F)NC2=O)C. Drug 2: CC(C)(C#N)C1=CC(=CC(=C1)CN2C=NC=N2)C(C)(C)C#N. Cell line: PC-3. Synergy scores: CSS=11.2, Synergy_ZIP=-2.96, Synergy_Bliss=2.90, Synergy_Loewe=2.61, Synergy_HSA=3.17. (2) Drug 1: C1=CC=C(C=C1)NC(=O)CCCCCCC(=O)NO. Drug 2: COC1=C2C(=CC3=C1OC=C3)C=CC(=O)O2. Cell line: NCI-H460. Synergy scores: CSS=14.0, Synergy_ZIP=-1.87, Synergy_Bliss=-1.49, Synergy_Loewe=-8.00, Synergy_HSA=-2.96. (3) Drug 1: CS(=O)(=O)C1=CC(=C(C=C1)C(=O)NC2=CC(=C(C=C2)Cl)C3=CC=CC=N3)Cl. Drug 2: CCC(=C(C1=CC=CC=C1)C2=CC=C(C=C2)OCCN(C)C)C3=CC=CC=C3.C(C(=O)O)C(CC(=O)O)(C(=O)O)O. Cell line: BT-549. Synergy scores: CSS=6.02, Synergy_ZIP=5.30, Synergy_Bliss=4.18, Synergy_Loewe=2.49, Synergy_HSA=2.95. (4) Drug 1: CCC1(CC2CC(C3=C(CCN(C2)C1)C4=CC=CC=C4N3)(C5=C(C=C6C(=C5)C78CCN9C7C(C=CC9)(C(C(C8N6C)(C(=O)OC)O)OC(=O)C)CC)OC)C(=O)OC)O.OS(=O)(=O)O. Drug 2: C1=NNC2=C1C(=O)NC=N2. Cell line: ACHN. Synergy scores: CSS=4.19, Synergy_ZIP=-2.25, Synergy_Bliss=-0.726, Synergy_Loewe=0.471, Synergy_HSA=0.448. (5) Drug 1: CCC1(CC2CC(C3=C(CCN(C2)C1)C4=CC=CC=C4N3)(C5=C(C=C6C(=C5)C78CCN9C7C(C=CC9)(C(C(C8N6C=O)(C(=O)OC)O)OC(=O)C)CC)OC)C(=O)OC)O.OS(=O)(=O)O. Drug 2: CC1=C(C=C(C=C1)NC(=O)C2=CC=C(C=C2)CN3CCN(CC3)C)NC4=NC=CC(=N4)C5=CN=CC=C5. Cell line: PC-3. Synergy scores: CSS=1.14, Synergy_ZIP=-2.15, Synergy_Bliss=-1.43, Synergy_Loewe=-19.5, Synergy_HSA=-2.64. (6) Drug 1: CCC1(CC2CC(C3=C(CCN(C2)C1)C4=CC=CC=C4N3)(C5=C(C=C6C(=C5)C78CCN9C7C(C=CC9)(C(C(C8N6C)(C(=O)OC)O)OC(=O)C)CC)OC)C(=O)OC)O.OS(=O)(=O)O. Drug 2: C1CC(=O)NC(=O)C1N2C(=O)C3=CC=CC=C3C2=O. Cell line: A498. Synergy scores: CSS=-2.17, Synergy_ZIP=1.93, Synergy_Bliss=2.60, Synergy_Loewe=1.92, Synergy_HSA=-0.321. (7) Drug 1: C1CCN(CC1)CCOC2=CC=C(C=C2)C(=O)C3=C(SC4=C3C=CC(=C4)O)C5=CC=C(C=C5)O. Drug 2: COC1=NC(=NC2=C1N=CN2C3C(C(C(O3)CO)O)O)N. Cell line: DU-145. Synergy scores: CSS=-1.48, Synergy_ZIP=3.07, Synergy_Bliss=2.85, Synergy_Loewe=0.861, Synergy_HSA=-0.882. (8) Drug 1: CCCS(=O)(=O)NC1=C(C(=C(C=C1)F)C(=O)C2=CNC3=C2C=C(C=N3)C4=CC=C(C=C4)Cl)F. Drug 2: C(CN)CNCCSP(=O)(O)O. Cell line: HCC-2998. Synergy scores: CSS=-10.1, Synergy_ZIP=6.54, Synergy_Bliss=6.49, Synergy_Loewe=-5.26, Synergy_HSA=-5.27. (9) Drug 1: C1CN(P(=O)(OC1)NCCCl)CCCl. Drug 2: N.N.Cl[Pt+2]Cl. Cell line: EKVX. Synergy scores: CSS=7.06, Synergy_ZIP=0.325, Synergy_Bliss=3.22, Synergy_Loewe=-8.57, Synergy_HSA=-1.33. (10) Synergy scores: CSS=2.29, Synergy_ZIP=-1.06, Synergy_Bliss=-1.58, Synergy_Loewe=0.00159, Synergy_HSA=-0.725. Drug 1: C1=NC2=C(N=C(N=C2N1C3C(C(C(O3)CO)O)F)Cl)N. Drug 2: C1=CC=C(C(=C1)C(C2=CC=C(C=C2)Cl)C(Cl)Cl)Cl. Cell line: RXF 393.